From a dataset of Forward reaction prediction with 1.9M reactions from USPTO patents (1976-2016). Predict the product of the given reaction. (1) Given the reactants [F:1][C:2]1[CH:7]=[C:6]([C:8]([O:10]C)=[O:9])[CH:5]=[CH:4][C:3]=1[C:12]1[CH:17]=[CH:16][C:15]([O:18][CH2:19][CH:20]2[CH2:25][CH2:24][N:23]([CH2:26][C:27]([F:30])([CH3:29])[CH3:28])[CH2:22][CH2:21]2)=[CH:14][CH:13]=1.O[Li].O.Cl, predict the reaction product. The product is: [F:1][C:2]1[CH:7]=[C:6]([C:8]([OH:10])=[O:9])[CH:5]=[CH:4][C:3]=1[C:12]1[CH:13]=[CH:14][C:15]([O:18][CH2:19][CH:20]2[CH2:21][CH2:22][N:23]([CH2:26][C:27]([F:30])([CH3:28])[CH3:29])[CH2:24][CH2:25]2)=[CH:16][CH:17]=1. (2) Given the reactants Cl[C:2](Cl)(Cl)[C:3]([N:5]=[C:6]=[O:7])=[O:4].[CH3:10][O:11][C:12]1[CH:29]=[C:28]([O:30][CH3:31])[CH:27]=[CH:26][C:13]=1[CH2:14][NH:15][C:16]1C(C(OC)=O)=[N:18][CH:19]=[CH:20][N:21]=1.C[O-].[Na+].O, predict the reaction product. The product is: [CH3:10][O:11][C:12]1[CH:29]=[C:28]([O:30][CH3:31])[CH:27]=[CH:26][C:13]=1[CH2:14][N:15]1[C:16]2[C:2](=[N:18][CH:19]=[CH:20][N:21]=2)[C:3](=[O:4])[NH:5][C:6]1=[O:7].